From a dataset of Catalyst prediction with 721,799 reactions and 888 catalyst types from USPTO. Predict which catalyst facilitates the given reaction. (1) Reactant: Cl[C:2]1[C:11]2[C:6](=[CH:7][CH:8]=[CH:9][CH:10]=2)[CH:5]=[N:4][N:3]=1.O.[NH2:13][NH2:14]. Product: [CH:8]1[CH:9]=[CH:10][C:11]2[C:6](=[CH:5][N:4]=[N:3][C:2]=2[NH:13][NH2:14])[CH:7]=1. The catalyst class is: 8. (2) Reactant: [NH2:1][C:2]1[C:3]([C:12]([N:14]2[CH2:19][CH2:18][CH2:17][CH2:16][C@H:15]2[C:20]([O:22][CH3:23])=[O:21])=[O:13])=[CH:4][C:5]2[C:10]([CH:11]=1)=[CH:9][CH:8]=[CH:7][CH:6]=2.[N:24]([C:27]1[C:32]([CH3:33])=[CH:31][C:30]([CH3:34])=[CH:29][C:28]=1[CH3:35])=[C:25]=[O:26]. Product: [CH3:33][C:32]1[CH:31]=[C:30]([CH3:34])[CH:29]=[C:28]([CH3:35])[C:27]=1[NH:24][C:25]([NH:1][C:2]1[C:3]([C:12]([N:14]2[CH2:19][CH2:18][CH2:17][CH2:16][C@H:15]2[C:20]([O:22][CH3:23])=[O:21])=[O:13])=[CH:4][C:5]2[C:10]([CH:11]=1)=[CH:9][CH:8]=[CH:7][CH:6]=2)=[O:26]. The catalyst class is: 17. (3) Reactant: [Br:1][C:2]1[C:7](=[O:8])[N:6]2[C:9]([CH3:12])=[CH:10][S:11][C:5]2=[N:4][C:3]=1[CH:13](Br)[CH3:14].[N-:16]=[N+:17]=[N-:18].[Na+].C(=O)(O)[O-].[Na+]. The catalyst class is: 35. Product: [N:16]([CH:13]([C:3]1[N:4]=[C:5]2[S:11][CH:10]=[C:9]([CH3:12])[N:6]2[C:7](=[O:8])[C:2]=1[Br:1])[CH3:14])=[N+:17]=[N-:18]. (4) Reactant: [CH3:1][C:2]([C:10]1(Cl)[CH2:12][C:11]1(Br)Br)([CH3:9])[C:3]1[CH:8]=[CH:7][CH:6]=[CH:5][CH:4]=1.C[Li]. Product: [CH3:9][C:2]([C:10]1[CH2:11][CH:12]=1)([CH3:1])[C:3]1[CH:4]=[CH:5][CH:6]=[CH:7][CH:8]=1. The catalyst class is: 27. (5) Reactant: [Cl:1][C:2]1[C:7]([CH2:8][NH:9][C:10]2[C:11]3[C:12](=[N:16][N:17]([CH2:19][C:20]4[CH:25]=[CH:24][C:23]([CH2:26][C:27]5[C:28]([O:33]C)=[N:29][CH:30]=[CH:31][CH:32]=5)=[CH:22][CH:21]=4)[CH:18]=3)[N:13]=[CH:14][N:15]=2)=[C:6]([F:35])[C:5]([O:36][CH3:37])=[CH:4][CH:3]=1.Cl. Product: [Cl:1][C:2]1[C:7]([CH2:8][NH:9][C:10]2[C:11]3[C:12](=[N:16][N:17]([CH2:19][C:20]4[CH:21]=[CH:22][C:23]([CH2:26][C:27]5[C:28](=[O:33])[NH:29][CH:30]=[CH:31][CH:32]=5)=[CH:24][CH:25]=4)[CH:18]=3)[N:13]=[CH:14][N:15]=2)=[C:6]([F:35])[C:5]([O:36][CH3:37])=[CH:4][CH:3]=1. The catalyst class is: 38.